Predict which catalyst facilitates the given reaction. From a dataset of Catalyst prediction with 721,799 reactions and 888 catalyst types from USPTO. Product: [Br:1][C:2]1[CH:30]=[CH:29][C:28]([F:31])=[CH:27][C:3]=1[O:4][CH:5]1[CH2:10][CH2:9][N:8]([C:11]2[S:12][C:13]3[C:18]([O:4][CH:3]([CH3:27])[CH3:2])=[N:17][C:16]([CH2:20][CH2:21][C:22]([OH:24])=[O:23])=[N:15][C:14]=3[N:26]=2)[CH2:7][CH2:6]1. The catalyst class is: 41. Reactant: [Br:1][C:2]1[CH:30]=[CH:29][C:28]([F:31])=[CH:27][C:3]=1[O:4][CH:5]1[CH2:10][CH2:9][N:8]([C:11]2[S:12][C:13]3[C:18](Cl)=[N:17][C:16]([CH2:20][CH2:21][C:22]([O:24]C)=[O:23])=[N:15][C:14]=3[N:26]=2)[CH2:7][CH2:6]1.